This data is from Forward reaction prediction with 1.9M reactions from USPTO patents (1976-2016). The task is: Predict the product of the given reaction. (1) Given the reactants [CH3:1][C:2]1[CH:3]=[C:4]([NH:9][C:10]2[N:15]=[C:14]([N:16]3[CH:20]=[CH:19][C:18]([C:21]([F:24])([F:23])[F:22])=[N:17]3)[C:13]([C:25]3[CH:26]=[C:27]([C:33]([OH:35])=O)[C:28]([O:31][CH3:32])=[N:29][CH:30]=3)=[CH:12][N:11]=2)[CH:5]=[C:6]([CH3:8])[CH:7]=1.[CH3:36][CH:37]([S:39]([NH2:42])(=[O:41])=[O:40])[CH3:38].C(N(CC)CC)C.[I-].ClC1C=CC=C[N+]=1C, predict the reaction product. The product is: [CH3:8][C:6]1[CH:5]=[C:4]([NH:9][C:10]2[N:15]=[C:14]([N:16]3[CH:20]=[CH:19][C:18]([C:21]([F:23])([F:24])[F:22])=[N:17]3)[C:13]([C:25]3[CH:26]=[C:27]([C:33]([NH:42][S:39]([CH:37]([CH3:38])[CH3:36])(=[O:41])=[O:40])=[O:35])[C:28]([O:31][CH3:32])=[N:29][CH:30]=3)=[CH:12][N:11]=2)[CH:3]=[C:2]([CH3:1])[CH:7]=1. (2) Given the reactants [O:1]=[C:2]([CH3:6])[CH2:3][C:4]#[N:5].[CH:7](=O)[C:8]1[CH:13]=[CH:12][CH:11]=[CH:10][CH:9]=1.N1CCCCC1.C(O)(=O)C, predict the reaction product. The product is: [CH:7](=[C:3]([C:2](=[O:1])[CH3:6])[C:4]#[N:5])[C:8]1[CH:13]=[CH:12][CH:11]=[CH:10][CH:9]=1. (3) The product is: [C:1]([O:5][C:6]1[CH:15]=[C:14](/[CH:16]=[CH:17]/[C:18]2[CH:23]=[CH:22][CH:21]=[C:20]([F:24])[CH:19]=2)[C:13]2[C:8](=[CH:9][CH:10]=[C:11]([C:25]([C:27]3[CH:32]=[CH:31][C:30]([Cl:33])=[CH:29][CH:28]=3)([C:36]3[CH:37]=[CH:38][S:34][CH:35]=3)[OH:26])[CH:12]=2)[N:7]=1)([CH3:4])([CH3:2])[CH3:3]. Given the reactants [C:1]([O:5][C:6]1[CH:15]=[C:14](/[CH:16]=[CH:17]/[C:18]2[CH:23]=[CH:22][CH:21]=[C:20]([F:24])[CH:19]=2)[C:13]2[C:8](=[CH:9][CH:10]=[C:11]([C:25]([C:27]3[CH:32]=[CH:31][C:30]([Cl:33])=[CH:29][CH:28]=3)=[O:26])[CH:12]=2)[N:7]=1)([CH3:4])([CH3:3])[CH3:2].[S:34]1[CH:38]=[CH:37][C:36]([Mg]Br)=[CH:35]1, predict the reaction product. (4) Given the reactants [N:1]1[CH:6]=[CH:5][C:4]([C:7]2([C:20](OCC)=[O:21])[CH2:12][CH2:11][N:10]([C:13]([O:15][C:16]([CH3:19])([CH3:18])[CH3:17])=[O:14])[CH2:9][CH2:8]2)=[CH:3][CH:2]=1.C(#N)C.C(=O)=O.[H-].[Al+3].[Li+].[H-].[H-].[H-].[OH-].[Na+].S([O-])([O-])(=O)=O.[Na+].[Na+], predict the reaction product. The product is: [OH:21][CH2:20][C:7]1([C:4]2[CH:3]=[CH:2][N:1]=[CH:6][CH:5]=2)[CH2:8][CH2:9][N:10]([C:13]([O:15][C:16]([CH3:18])([CH3:19])[CH3:17])=[O:14])[CH2:11][CH2:12]1. (5) Given the reactants N[C:2]1[CH:12]=[CH:11][C:5]([C:6]([O:8][CH2:9][CH3:10])=[O:7])=[C:4]([NH:13][C@H:14]2[CH2:19][CH2:18][CH2:17][CH2:16][C@@H:15]2[N:20]2[CH2:24][CH2:23][CH2:22][CH2:21]2)[CH:3]=1.N([O-])=O.[Na+].[F:29]B(F)F.F, predict the reaction product. The product is: [F:29][C:2]1[CH:12]=[CH:11][C:5]([C:6]([O:8][CH2:9][CH3:10])=[O:7])=[C:4]([NH:13][C@H:14]2[CH2:19][CH2:18][CH2:17][CH2:16][C@@H:15]2[N:20]2[CH2:24][CH2:23][CH2:22][CH2:21]2)[CH:3]=1.